The task is: Predict the reactants needed to synthesize the given product.. This data is from Full USPTO retrosynthesis dataset with 1.9M reactions from patents (1976-2016). (1) Given the product [Cl:1][C:2]1[CH:3]=[C:4]([CH:16]=[CH:17][CH:18]=1)[O:5][C:6]1[CH:7]=[C:8]([CH2:9][OH:10])[CH:11]=[CH:12][C:13]=1[O:14][CH3:15], predict the reactants needed to synthesize it. The reactants are: [Cl:1][C:2]1[CH:3]=[C:4]([CH:16]=[CH:17][CH:18]=1)[O:5][C:6]1[CH:7]=[C:8]([CH:11]=[CH:12][C:13]=1[O:14][CH3:15])[CH:9]=[O:10].[BH4-].[Na+]. (2) Given the product [Br:1][C:2]1[CH:3]=[C:4]([NH:10][C:11]2[CH:12]=[CH:13][C:14]([N:17]3[CH2:18][CH2:19][O:39][CH2:21][CH2:22]3)=[CH:15][N:16]=2)[C:5](=[O:9])[N:6]([CH3:8])[CH:7]=1, predict the reactants needed to synthesize it. The reactants are: [Br:1][C:2]1[CH:3]=[C:4]([NH:10][C:11]2[N:16]=[CH:15][C:14]([N:17]3[CH2:22][CH2:21]N(C(OC(C)(C)C)=O)[CH2:19][CH2:18]3)=[CH:13][CH:12]=2)[C:5](=[O:9])[N:6]([CH3:8])[CH:7]=1.BrC1C(=[O:39])N(C)C=C(Br)C=1.O1CCN(C2C=CC(N)=NC=2)CC1. (3) Given the product [NH2:1][C:2]1[C:3]([C:11]([NH:33][CH2:32][CH:29]2[CH2:28][CH2:27][N:26]([CH2:25][C:23]3[O:22][N:21]=[C:20]([C:14]4[CH:19]=[CH:18][CH:17]=[CH:16][CH:15]=4)[CH:24]=3)[CH2:31][CH2:30]2)=[O:13])=[N:4][C:5]([O:8][CH2:9][CH3:10])=[CH:6][CH:7]=1, predict the reactants needed to synthesize it. The reactants are: [NH2:1][C:2]1[C:3]([C:11]([OH:13])=O)=[N:4][C:5]([O:8][CH2:9][CH3:10])=[CH:6][CH:7]=1.[C:14]1([C:20]2[CH:24]=[C:23]([CH2:25][N:26]3[CH2:31][CH2:30][CH:29]([CH2:32][NH2:33])[CH2:28][CH2:27]3)[O:22][N:21]=2)[CH:19]=[CH:18][CH:17]=[CH:16][CH:15]=1. (4) Given the product [NH2:8][C:7]1[CH:6]=[CH:5][C:4]([CH:11]([CH3:16])[C:12]([O:14][CH3:15])=[O:13])=[CH:3][C:2]=1[F:1], predict the reactants needed to synthesize it. The reactants are: [F:1][C:2]1[CH:3]=[C:4]([CH:11]([CH3:16])[C:12]([O:14][CH3:15])=[O:13])[CH:5]=[CH:6][C:7]=1[N+:8]([O-])=O. (5) Given the product [CH3:44][Si:2]([CH3:1])([CH3:45])[CH2:3][CH2:4][O:5][C:6](=[O:43])[CH:7]([CH2:33][CH:34]=[CH:35][CH2:36][P:37]([OH:41])([O:39][CH3:40])=[O:38])[CH2:8][C:9]([CH3:32])=[CH:10][CH2:11][C:12]1[C:13]([O:25][CH2:26][CH2:27][Si:28]([CH3:31])([CH3:30])[CH3:29])=[C:14]2[C:18](=[C:19]([CH3:23])[C:20]=1[O:21][CH3:22])[CH2:17][O:16][C:15]2=[O:24], predict the reactants needed to synthesize it. The reactants are: [CH3:1][Si:2]([CH3:45])([CH3:44])[CH2:3][CH2:4][O:5][C:6](=[O:43])[CH:7]([CH2:33][CH:34]=[CH:35][CH2:36][P:37]([O:41]C)([O:39][CH3:40])=[O:38])[CH2:8][C:9]([CH3:32])=[CH:10][CH2:11][C:12]1[C:13]([O:25][CH2:26][CH2:27][Si:28]([CH3:31])([CH3:30])[CH3:29])=[C:14]2[C:18](=[C:19]([CH3:23])[C:20]=1[O:21][CH3:22])[CH2:17][O:16][C:15]2=[O:24].C(N)(C)(C)C. (6) Given the product [CH:11]([N:10]1[C:4]2[CH:3]=[C:2]([NH:21][C:22]3[CH:27]=[CH:26][N:25]=[C:24]([N:28]4[CH2:33][CH2:32][CH:31]([OH:34])[C:30]([CH3:36])([CH3:35])[CH2:29]4)[N:23]=3)[N:7]=[CH:6][C:5]=2[C:8]([N:14]2[CH2:20][C:16]3([CH2:19][O:18][CH2:17]3)[CH2:15]2)=[N:9]1)([CH3:13])[CH3:12], predict the reactants needed to synthesize it. The reactants are: Cl[C:2]1[N:7]=[CH:6][C:5]2[C:8]([N:14]3[CH2:20][C:16]4([CH2:19][O:18][CH2:17]4)[CH2:15]3)=[N:9][N:10]([CH:11]([CH3:13])[CH3:12])[C:4]=2[CH:3]=1.[NH2:21][C:22]1[CH:27]=[CH:26][N:25]=[C:24]([N:28]2[CH2:33][CH2:32][CH:31]([OH:34])[C:30]([CH3:36])([CH3:35])[CH2:29]2)[N:23]=1.C(=O)([O-])[O-].[Cs+].[Cs+].C1(P(C2CCCCC2)C2C=CC=CC=2C2C(C(C)C)=CC(C(C)C)=CC=2C(C)C)CCCCC1. (7) Given the product [C:12]([O:11][C:9](=[O:10])[N:25]([CH2:24][CH:23]([C:20]1[CH:19]=[CH:18][C:17]([Br:16])=[CH:22][CH:21]=1)[C:27]1[CH:28]=[CH:29][C:30]([OH:33])=[CH:31][CH:32]=1)[CH3:26])([CH3:13])([CH3:14])[CH3:15], predict the reactants needed to synthesize it. The reactants are: O([C:9]([O:11][C:12]([CH3:15])([CH3:14])[CH3:13])=[O:10])[C:9]([O:11][C:12]([CH3:15])([CH3:14])[CH3:13])=[O:10].[Br:16][C:17]1[CH:22]=[CH:21][C:20]([CH:23]([C:27]2[CH:32]=[CH:31][C:30]([OH:33])=[CH:29][CH:28]=2)[CH2:24][NH:25][CH3:26])=[CH:19][CH:18]=1.